From a dataset of Reaction yield outcomes from USPTO patents with 853,638 reactions. Predict the reaction yield, written as a fraction of the theoretical maximum amount of product (1.0 means a 100% yield; for example, 0.34 means a 34% yield). The reactants are C(C[CH2:4][CH2:5][CH2:6][S:7]([NH:10][CH3:11])(=[O:9])=[O:8])#N.Cl.[C:13]([OH:16])(=[O:15])[CH3:14]. No catalyst specified. The product is [CH3:11][NH:10][S:7]([CH2:6][CH2:5][CH2:4][CH2:14][C:13]([OH:16])=[O:15])(=[O:9])=[O:8]. The yield is 0.580.